From a dataset of Full USPTO retrosynthesis dataset with 1.9M reactions from patents (1976-2016). Predict the reactants needed to synthesize the given product. The reactants are: C([O:8][C@H:9]1[CH2:13][N:12]([C:14](=[O:29])[CH2:15][NH:16][C:17](=[O:28])[C:18]2[CH:23]=[CH:22][CH:21]=[C:20]([C:24]([F:27])([F:26])[F:25])[CH:19]=2)[C@H:11]([CH:30]([CH3:32])[CH3:31])[CH2:10]1)C1C=CC=CC=1. Given the product [OH:8][C@H:9]1[CH2:13][N:12]([C:14](=[O:29])[CH2:15][NH:16][C:17](=[O:28])[C:18]2[CH:23]=[CH:22][CH:21]=[C:20]([C:24]([F:26])([F:27])[F:25])[CH:19]=2)[C@H:11]([CH:30]([CH3:32])[CH3:31])[CH2:10]1, predict the reactants needed to synthesize it.